Dataset: Catalyst prediction with 721,799 reactions and 888 catalyst types from USPTO. Task: Predict which catalyst facilitates the given reaction. (1) Reactant: [OH:1][CH2:2][C:3]1[C:4](=[O:14])[C:5]([CH3:13])=[C:6]([O:11][CH3:12])[C:7](=[O:10])[C:8]=1[CH3:9].[CH2:15](C1C(OC)=CC(C)=C(CO)C=1O)C.[O]N(S(=O)([O-])=O)S(=O)([O-])=O.[K+].[K+].P([O-])([O-])([O-])=O. Product: [CH2:13]([C:5]1[C:4](=[O:14])[C:3]([CH2:2][OH:1])=[C:8]([CH3:9])[C:7](=[O:10])[C:6]=1[O:11][CH3:12])[CH3:15]. The catalyst class is: 21. (2) Reactant: [Cl-].[C:2]([C:5]1[CH:9]=[C:8]([C:10]2[C:19]([F:20])=[CH:18][CH:17]=[C:16]3[C:11]=2[N:12]=[C:13]([NH:22][C:23]2([CH3:26])[CH2:25][CH2:24]2)[C:14]([CH3:21])=[N:15]3)[NH:7][C:6]=1[C:27]1([NH3+:30])[CH2:29][CH2:28]1)(O)=[O:3].CN(C=O)C.CCN(C(C)C)C(C)C.F[P-](F)(F)(F)(F)F.N1(O[P+](N2CCCC2)(N2CCCC2)N2CCCC2)C2C=CC=CC=2N=N1. Product: [F:20][C:19]1[C:10]([C:8]2[NH:7][C:6]3[C:27]4([CH2:28][CH2:29]4)[NH:30][C:2](=[O:3])[C:5]=3[CH:9]=2)=[C:11]2[C:16](=[CH:17][CH:18]=1)[N:15]=[C:14]([CH3:21])[C:13]([NH:22][C:23]1([CH3:26])[CH2:25][CH2:24]1)=[N:12]2. The catalyst class is: 2. (3) Reactant: [O:1]=[S:2]1(=[O:31])[C:8]2[CH:9]=[CH:10][CH:11]=[CH:12][C:7]=2[CH2:6][N:5]([C:13]2[CH:22]=[C:21]([O:23][CH2:24][CH2:25][NH:26]C(=O)C)[C:20]3[C:15](=[CH:16][CH:17]=[C:18]([CH3:30])[CH:19]=3)[N:14]=2)[CH2:4][CH2:3]1. Product: [O:31]=[S:2]1(=[O:1])[C:8]2[CH:9]=[CH:10][CH:11]=[CH:12][C:7]=2[CH2:6][N:5]([C:13]2[CH:22]=[C:21]([O:23][CH2:24][CH2:25][NH2:26])[C:20]3[C:15](=[CH:16][CH:17]=[C:18]([CH3:30])[CH:19]=3)[N:14]=2)[CH2:4][CH2:3]1. The catalyst class is: 33. (4) Reactant: [Mg].Br[C:3]1[CH:4]=[C:5]2[C:10](=[CH:11][CH:12]=1)[C:9](=O)[CH:8]([O:14][CH3:15])[CH:7]=[CH:6]2.[CH2:16]([CH:19]1[CH2:24][CH2:23][CH:22]=[CH:21][CH2:20]1)[CH2:17][CH3:18].Cl. Product: [CH3:15][O:14][C:8]1[CH:7]=[CH:6][C:5]2[C:10](=[CH:11][CH:12]=[C:3]([C:22]3[CH2:23][CH2:24][CH:19]([CH2:16][CH2:17][CH3:18])[CH2:20][CH:21]=3)[CH:4]=2)[CH:9]=1. The catalyst class is: 7. (5) Reactant: [Cl:1][C:2]1[CH:3]=[C:4]([CH2:9][C:10]#[N:11])[CH:5]=[CH:6][C:7]=1[Cl:8].C([Li])CCC.[CH3:17][S:18][C:19]1[CH:20]=[C:21]([CH:24]=[CH:25][CH:26]=1)[CH:22]=[O:23].C(O)(=O)C. Product: [Cl:1][C:2]1[CH:3]=[C:4]([CH:9]([CH:22]([OH:23])[C:21]2[CH:24]=[CH:25][CH:26]=[C:19]([S:18][CH3:17])[CH:20]=2)[C:10]#[N:11])[CH:5]=[CH:6][C:7]=1[Cl:8]. The catalyst class is: 332.